This data is from Catalyst prediction with 721,799 reactions and 888 catalyst types from USPTO. The task is: Predict which catalyst facilitates the given reaction. (1) Reactant: [N:1]([CH2:4][CH2:5][CH2:6][CH2:7][C:8]1[CH:13]=[CH:12][CH:11]=[CH:10][CH:9]=1)=[C:2]=[O:3].[NH:14]1[C:18]2[CH:19]=[CH:20][CH:21]=[CH:22][C:17]=2[N:16]=[N:15]1. Product: [C:8]1([CH2:7][CH2:6][CH2:5][CH2:4][NH:1][C:2]([N:14]2[C:18]3[CH:19]=[CH:20][CH:21]=[CH:22][C:17]=3[N:16]=[N:15]2)=[O:3])[CH:9]=[CH:10][CH:11]=[CH:12][CH:13]=1. The catalyst class is: 2. (2) Reactant: [CH2:1]([N:3]([CH2:15][CH3:16])[C:4]1[CH:14]=[CH:13][C:7]2[CH:8]=[C:9]([CH:11]=O)[O:10][C:6]=2[CH:5]=1)[CH3:2].[C:17]([CH2:20][CH2:21][CH2:22][CH2:23][CH2:24][N+:25]1[CH:30]=[C:29]([S:31]([O-:34])(=[O:33])=[O:32])[CH:28]=[CH:27][C:26]=1[CH3:35])([OH:19])=[O:18].[CH3:36][N+:37]([CH2:40][C:41]([OH:43])=[O:42])([CH3:39])[CH3:38]. Product: [C:17]([CH2:20][CH2:21][CH2:22][CH2:23][CH2:24][N+:25]1[CH:30]=[C:29]([S:31]([O-:34])(=[O:33])=[O:32])[CH:28]=[CH:27][C:26]=1/[CH:35]=[CH:11]/[C:9]1[O:10][C:6]2[CH:5]=[C:4]([N:3]([CH2:1][CH3:2])[CH2:15][CH3:16])[CH:14]=[CH:13][C:7]=2[CH:8]=1)([OH:19])=[O:18].[CH3:36][N+:37]([CH2:40][C:41]([OH:43])=[O:42])([CH3:39])[CH3:38]. The catalyst class is: 24. (3) The catalyst class is: 86. Product: [CH:1]([N:4]1[C:8]([C:9]2[S:10][C:11]3[CH2:12][CH2:13][O:14][C:15]4[CH:22]=[C:21]([CH:23]([NH:25][C:28]([NH2:29])=[O:27])[CH3:24])[CH:20]=[CH:19][C:16]=4[C:17]=3[N:18]=2)=[N:7][C:6]([CH3:26])=[N:5]1)([CH3:3])[CH3:2]. Reactant: [CH:1]([N:4]1[C:8]([C:9]2[S:10][C:11]3[CH2:12][CH2:13][O:14][C:15]4[CH:22]=[C:21]([CH:23]([NH2:25])[CH3:24])[CH:20]=[CH:19][C:16]=4[C:17]=3[N:18]=2)=[N:7][C:6]([CH3:26])=[N:5]1)([CH3:3])[CH3:2].[O-:27][C:28]#[N:29].[K+].